This data is from Reaction yield outcomes from USPTO patents with 853,638 reactions. The task is: Predict the reaction yield, written as a fraction of the theoretical maximum amount of product (1.0 means a 100% yield; for example, 0.34 means a 34% yield). The reactants are [Br:1][C:2]1[CH:3]=[CH:4][C:5]([CH:8]=[O:9])=[N:6][CH:7]=1.[N+:10]([CH:12](S(C1C=CC(C)=CC=1)(=O)=O)[CH3:13])#[C-:11].C([O-])([O-])=O.[K+].[K+]. The catalyst is CO. The product is [Br:1][C:2]1[CH:3]=[CH:4][C:5]([C:8]2[O:9][CH:11]=[N:10][C:12]=2[CH3:13])=[N:6][CH:7]=1. The yield is 0.730.